From a dataset of Forward reaction prediction with 1.9M reactions from USPTO patents (1976-2016). Predict the product of the given reaction. Given the reactants Br[C:2]12[CH2:11][CH:6]3[CH2:7][CH:8]([CH2:10][CH:4]([CH2:5]3)[CH2:3]1)[CH2:9]2, predict the reaction product. The product is: [C:2]1([C:2]23[CH2:11][CH:6]4[CH2:7][CH:8]([CH2:10][CH:4]([CH2:5]4)[CH2:3]2)[CH2:9]3)[CH:11]=[CH:6][CH:5]=[CH:4][CH:3]=1.